Dataset: Forward reaction prediction with 1.9M reactions from USPTO patents (1976-2016). Task: Predict the product of the given reaction. (1) Given the reactants C([O:3][C:4]([C:6]1[N:7]([CH:29]2[CH2:31][CH2:30]2)[C:8]([C:18]2[CH:23]=[CH:22][C:21]([O:24][C:25]([F:28])([F:27])[F:26])=[CH:20][CH:19]=2)=[N:9][C:10]=1[C:11]1[CH:12]=[N:13][C:14]([OH:17])=[CH:15][CH:16]=1)=[O:5])C.[OH-].[Na+], predict the reaction product. The product is: [CH:29]1([N:7]2[C:6]([C:4]([OH:5])=[O:3])=[C:10]([C:11]3[CH:12]=[N:13][C:14]([OH:17])=[CH:15][CH:16]=3)[N:9]=[C:8]2[C:18]2[CH:23]=[CH:22][C:21]([O:24][C:25]([F:27])([F:28])[F:26])=[CH:20][CH:19]=2)[CH2:31][CH2:30]1. (2) The product is: [NH2:8][C:9]1[C:10]([C:16]([OH:18])=[O:17])=[CH:11][C:12]([Cl:15])=[N:13][CH:14]=1. Given the reactants C(OC([NH:8][C:9]1[C:10]([C:16]([OH:18])=[O:17])=[CH:11][C:12]([Cl:15])=[N:13][CH:14]=1)=O)(C)(C)C.FC(F)(F)C(O)=O, predict the reaction product. (3) Given the reactants [Cl:1][C:2]1[CH:9]=[CH:8][CH:7]=[C:6]([Cl:10])[C:3]=1[CH:4]=O.C(O[BH-](OC(=O)C)OC(=O)C)(=O)C.[Na+].[C:25]([O:29][C:30](=[O:41])[CH2:31][C@@:32]1([C:38]([OH:40])=[O:39])[C@H:36]([CH3:37])[CH2:35][NH:34][CH2:33]1)([CH3:28])([CH3:27])[CH3:26].C(O)(=O)C, predict the reaction product. The product is: [C:25]([O:29][C:30](=[O:41])[CH2:31][C@@:32]1([C:38]([OH:40])=[O:39])[C@H:36]([CH3:37])[CH2:35][N:34]([CH2:4][C:3]2[C:2]([Cl:1])=[CH:9][CH:8]=[CH:7][C:6]=2[Cl:10])[CH2:33]1)([CH3:26])([CH3:27])[CH3:28]. (4) Given the reactants [CH3:1][O:2][C:3]([C:5]1[CH:6]=[C:7]([CH:11]=[CH:12][CH:13]=1)[C:8]([OH:10])=O)=[O:4].C(OC(Cl)=O)C.[NH:20]1[CH2:25][CH2:24][CH:23]([OH:26])[CH2:22][CH2:21]1, predict the reaction product. The product is: [OH:26][CH:23]1[CH2:24][CH2:25][N:20]([C:8]([C:7]2[CH:6]=[C:5]([CH:13]=[CH:12][CH:11]=2)[C:3]([O:2][CH3:1])=[O:4])=[O:10])[CH2:21][CH2:22]1. (5) Given the reactants [NH:1]1[C:5]2[CH2:6][O:7][CH2:8][CH2:9][C:4]=2[C:3]([C:10]([O:12][CH2:13][CH3:14])=[O:11])=[N:2]1.[Br:15][C:16]1[CH:17]=[C:18](B(O)O)[CH:19]=[CH:20][CH:21]=1, predict the reaction product. The product is: [Br:15][C:16]1[CH:21]=[C:20]([N:1]2[C:5]3[CH2:6][O:7][CH2:8][CH2:9][C:4]=3[C:3]([C:10]([O:12][CH2:13][CH3:14])=[O:11])=[N:2]2)[CH:19]=[CH:18][CH:17]=1.